Regression. Given a peptide amino acid sequence and an MHC pseudo amino acid sequence, predict their binding affinity value. This is MHC class II binding data. From a dataset of Peptide-MHC class II binding affinity with 134,281 pairs from IEDB. (1) The peptide sequence is AAGTAGTTVYGAFAA. The MHC is HLA-DQA10401-DQB10402 with pseudo-sequence HLA-DQA10401-DQB10402. The binding affinity (normalized) is 0.492. (2) The peptide sequence is IPFVHLGHRDALEDD. The MHC is HLA-DPA10201-DPB10101 with pseudo-sequence HLA-DPA10201-DPB10101. The binding affinity (normalized) is 0.365. (3) The peptide sequence is LSADQISTVQASFDKVK. The MHC is DRB1_1101 with pseudo-sequence DRB1_1101. The binding affinity (normalized) is 0.169. (4) The peptide sequence is VKFHTQAFSAHGSGR. The MHC is DRB1_0901 with pseudo-sequence DRB1_0901. The binding affinity (normalized) is 0.606. (5) The MHC is DRB4_0101 with pseudo-sequence DRB4_0103. The peptide sequence is ATAAAAAAVDRGDPP. The binding affinity (normalized) is 0.418. (6) The peptide sequence is EHRWREIYNMVKFRM. The MHC is HLA-DPA10103-DPB10301 with pseudo-sequence HLA-DPA10103-DPB10301. The binding affinity (normalized) is 0.582. (7) The peptide sequence is VQDAATYAVTTFSNV. The MHC is DRB3_0202 with pseudo-sequence DRB3_0202. The binding affinity (normalized) is 0.457.